This data is from Forward reaction prediction with 1.9M reactions from USPTO patents (1976-2016). The task is: Predict the product of the given reaction. (1) Given the reactants [OH:1][CH2:2][C:3]1[S:4][CH:5]=[CH:6][C:7]=1[S:8]([N:11]([CH3:26])[C:12]1[CH:13]=[CH:14][CH:15]=[C:16]2[C:20]=1[NH:19][C:18]([C:21]1[S:22][CH:23]=[CH:24][N:25]=1)=[CH:17]2)(=[O:10])=[O:9].CC(OI1(OC(C)=O)(OC(C)=O)OC(=O)C2C=CC=CC1=2)=O.C(=O)([O-])O.[Na+], predict the reaction product. The product is: [CH:2]([C:3]1[S:4][CH:5]=[CH:6][C:7]=1[S:8]([N:11]([CH3:26])[C:12]1[CH:13]=[CH:14][CH:15]=[C:16]2[C:20]=1[NH:19][C:18]([C:21]1[S:22][CH:23]=[CH:24][N:25]=1)=[CH:17]2)(=[O:10])=[O:9])=[O:1]. (2) Given the reactants C([O:4][C:5]1[CH:6]=[CH:7][C:8]([C:11]2[CH:12]=[C:13]([C:24]3[CH:29]=[CH:28][CH:27]=[CH:26][C:25]=3[C:30]#[N:31])[C:14](=[O:23])[N:15]([C:17]3[CH:22]=[CH:21][CH:20]=[CH:19][CH:18]=3)[CH:16]=2)=[N:9][CH:10]=1)(=O)C.C(=O)([O-])[O-].[K+].[K+].CO, predict the reaction product. The product is: [C:30]([C:25]1[CH:26]=[CH:27][CH:28]=[CH:29][C:24]=1[C:13]1[C:14](=[O:23])[N:15]([C:17]2[CH:18]=[CH:19][CH:20]=[CH:21][CH:22]=2)[CH:16]=[C:11]([C:8]2[CH:7]=[CH:6][C:5]([OH:4])=[CH:10][N:9]=2)[CH:12]=1)#[N:31]. (3) Given the reactants [F:1][C:2]([F:14])([F:13])[O:3][C:4]1[CH:12]=[CH:11][C:7]([C:8]([OH:10])=O)=[CH:6][CH:5]=1.CN(C(ON1N=NC2C=CC=NC1=2)=[N+](C)C)C.F[P-](F)(F)(F)(F)F.CCN(C(C)C)C(C)C.[NH2:48][C:49]([C:65]#[N:66])([CH3:64])[CH2:50][O:51][C:52]1[CH:53]=[CH:54][C:55]2[CH2:59][O:58][B:57]([OH:60])[C:56]=2[C:61]=1[C:62]#[N:63], predict the reaction product. The product is: [C:65]([C:49]([NH:48][C:8](=[O:10])[C:7]1[CH:6]=[CH:5][C:4]([O:3][C:2]([F:1])([F:14])[F:13])=[CH:12][CH:11]=1)([CH3:64])[CH2:50][O:51][C:52]1[CH:53]=[CH:54][C:55]2[CH2:59][O:58][B:57]([OH:60])[C:56]=2[C:61]=1[C:62]#[N:63])#[N:66]. (4) Given the reactants [Cl:1][C:2]1[CH:3]=[C:4](/[CH:8]=[CH:9]/[CH2:10][CH2:11][N:12]2C(=O)C3=CC=CC=C3C2=O)[CH:5]=[CH:6][CH:7]=1.CN, predict the reaction product. The product is: [Cl:1][C:2]1[CH:3]=[C:4](/[CH:8]=[CH:9]/[CH2:10][CH2:11][NH2:12])[CH:5]=[CH:6][CH:7]=1. (5) Given the reactants [NH2:1][C:2]1[C:11]2[N:12]=[C:13]([CH2:39][CH2:40][O:41][CH3:42])[N:14]([CH2:15][CH2:16][CH2:17][N:18]([CH2:27][C:28]3[CH:29]=[C:30]([CH:36]=[CH:37][CH:38]=3)[O:31][CH2:32][C:33]([OH:35])=[O:34])[C:19](=[O:26])[CH2:20][N:21]([CH2:24][CH3:25])[CH2:22][CH3:23])[C:10]=2[C:9]2[CH:8]=[CH:7][CH:6]=[CH:5][C:4]=2[N:3]=1, predict the reaction product. The product is: [NH2:1][C:2]1[C:11]2[N:12]=[C:13]([CH2:39][CH2:40][O:41][CH3:42])[N:14]([CH2:15][CH2:16][CH2:17][N:18]([CH2:27][C:28]3[CH:29]=[C:30]([CH:36]=[CH:37][CH:38]=3)[O:31][CH2:32][C:33]([O:35][CH2:5][CH2:4][CH2:9][CH3:8])=[O:34])[C:19](=[O:26])[CH2:20][N:21]([CH2:24][CH3:25])[CH2:22][CH3:23])[C:10]=2[C:9]2[CH:8]=[CH:7][CH:6]=[CH:5][C:4]=2[N:3]=1.